Dataset: Full USPTO retrosynthesis dataset with 1.9M reactions from patents (1976-2016). Task: Predict the reactants needed to synthesize the given product. (1) Given the product [Cl:37][C:38]1[CH:43]=[CH:42][C:41]([C@@H:44]2[C@@H:49]([CH:50]([NH:52][C:53]3[CH:60]=[CH:59][C:56]([C:57]#[N:58])=[CH:55][N:54]=3)[CH3:51])[CH2:48][CH2:47][N:46]([C:75]([CH:72]3[CH2:71][CH2:70][N:69]([C:66]4[CH:65]=[CH:64][C:63]([C:61]#[N:62])=[CH:68][N:67]=4)[CH2:74][CH2:73]3)=[O:76])[CH2:45]2)=[CH:40][CH:39]=1, predict the reactants needed to synthesize it. The reactants are: ClC1C=CC(C2C(COC3C=CC(Cl)=CN=3)CCN(C(C3C=CC(C4ON=C(C)N=4)=CC=3)=O)C2)=CC=1.[Cl:37][C:38]1[CH:43]=[CH:42][C:41]([C@@H:44]2[C@@H:49]([CH:50]([NH:52][C:53]3[CH:60]=[CH:59][C:56]([C:57]#[N:58])=[CH:55][N:54]=3)[CH3:51])[CH2:48][CH2:47][NH:46][CH2:45]2)=[CH:40][CH:39]=1.[C:61]([C:63]1[CH:64]=[CH:65][C:66]([N:69]2[CH2:74][CH2:73][CH:72]([C:75](O)=[O:76])[CH2:71][CH2:70]2)=[N:67][CH:68]=1)#[N:62]. (2) Given the product [ClH:33].[NH2:25][CH2:24][CH2:23][CH2:22][CH2:21][NH:20][C:18]([C@@H:13]([NH:12][C:10]([C:2]1[S:1][C:5]2[CH:6]=[CH:7][CH:8]=[CH:9][C:4]=2[CH:3]=1)=[O:11])[CH2:14][CH:15]([CH3:16])[CH3:17])=[O:19], predict the reactants needed to synthesize it. The reactants are: [S:1]1[C:5]2[CH:6]=[CH:7][CH:8]=[CH:9][C:4]=2[CH:3]=[C:2]1[C:10]([NH:12][C@H:13]([C:18]([NH:20][CH2:21][CH2:22][CH2:23][CH2:24][NH:25]C(=O)OC(C)(C)C)=[O:19])[CH2:14][CH:15]([CH3:17])[CH3:16])=[O:11].[ClH:33]. (3) Given the product [F:1][C:2]1[CH:7]=[CH:6][C:5]([CH3:8])=[CH:4][C:3]=1[CH2:9][CH2:10][O:11][C:12]1[CH:13]=[C:14]([CH:28]=[CH:29][C:30]=1[O:31][CH3:32])[C:15]([OH:16])=[O:33], predict the reactants needed to synthesize it. The reactants are: [F:1][C:2]1[CH:7]=[CH:6][C:5]([CH3:8])=[CH:4][C:3]=1[CH2:9][CH2:10][O:11][C:12]1[CH:13]=[C:14]([CH:28]=[CH:29][C:30]=1[O:31][CH3:32])[C:15](NC1(C(O)=O)CCCCCC1)=[O:16].[OH-:33].[Li+]. (4) Given the product [F:1][C:2]1[CH:10]=[CH:9][C:8]2[N:7]([C:21]3[CH:22]=[CH:23][C:24]([N:28]4[CH2:33][CH2:32][O:31][CH2:30][CH2:29]4)=[N:25][C:26]=3[CH3:27])[C:6]3[CH:11]=[N:12][NH:13][C:5]=3[C:4]=2[CH:3]=1, predict the reactants needed to synthesize it. The reactants are: [F:1][C:2]1[CH:10]=[CH:9][C:8]2[NH:7][C:6]3[CH:11]=[N:12][N:13](C4CCCCO4)[C:5]=3[C:4]=2[CH:3]=1.Br[C:21]1[CH:22]=[CH:23][C:24]([N:28]2[CH2:33][CH2:32][O:31][CH2:30][CH2:29]2)=[N:25][C:26]=1[CH3:27].C([O-])([O-])=O.[Cs+].[Cs+].CN(C=O)C. (5) Given the product [NH2:6][CH:4]([CH3:5])[CH2:3][C:2]([N:14]1[CH2:18][CH2:17][CH2:16][CH2:15]1)=[O:1], predict the reactants needed to synthesize it. The reactants are: [O:1]=[C:2]([N:14]1[CH2:18][CH2:17][CH2:16][CH2:15]1)[CH2:3][CH:4]([NH:6]C(=O)OC(C)(C)C)[CH3:5].Cl.